Dataset: NCI-60 drug combinations with 297,098 pairs across 59 cell lines. Task: Regression. Given two drug SMILES strings and cell line genomic features, predict the synergy score measuring deviation from expected non-interaction effect. (1) Cell line: UACC-257. Synergy scores: CSS=53.2, Synergy_ZIP=4.09, Synergy_Bliss=2.97, Synergy_Loewe=3.52, Synergy_HSA=3.76. Drug 2: CC1=C(C(=CC=C1)Cl)NC(=O)C2=CN=C(S2)NC3=CC(=NC(=N3)C)N4CCN(CC4)CCO. Drug 1: CCCS(=O)(=O)NC1=C(C(=C(C=C1)F)C(=O)C2=CNC3=C2C=C(C=N3)C4=CC=C(C=C4)Cl)F. (2) Drug 1: CN1CCC(CC1)COC2=C(C=C3C(=C2)N=CN=C3NC4=C(C=C(C=C4)Br)F)OC. Drug 2: C1CCC(C(C1)N)N.C(=O)(C(=O)[O-])[O-].[Pt+4]. Cell line: K-562. Synergy scores: CSS=42.6, Synergy_ZIP=7.62, Synergy_Bliss=9.79, Synergy_Loewe=4.00, Synergy_HSA=10.6.